Dataset: Full USPTO retrosynthesis dataset with 1.9M reactions from patents (1976-2016). Task: Predict the reactants needed to synthesize the given product. (1) The reactants are: [NH:1]1[C:5]2[CH:6]=[CH:7][CH:8]=[CH:9][C:4]=2[N:3]=[C:2]1[C:10]([C:12]1[CH:17]=[CH:16][C:15]([O:18][C:19]2[C:24](Br)=[CH:23][CH:22]=[CH:21][N:20]=2)=[CH:14][CH:13]=1)=[O:11].[O:26]1[CH2:31][CH:30]=[C:29](B2OC(C)(C)C(C)(C)O2)[CH2:28][CH2:27]1.C([O-])(=O)C.[K+].O1CCOCC1. Given the product [NH:1]1[C:5]2[CH:6]=[CH:7][CH:8]=[CH:9][C:4]=2[N:3]=[C:2]1[C:10]([C:12]1[CH:17]=[CH:16][C:15]([O:18][C:19]2[C:24]([C:29]3[CH2:30][CH2:31][O:26][CH2:27][CH:28]=3)=[CH:23][CH:22]=[CH:21][N:20]=2)=[CH:14][CH:13]=1)=[O:11], predict the reactants needed to synthesize it. (2) Given the product [CH2:1]([O:8][C:9]1[CH:10]=[C:11]([CH:31]=[CH:32][CH:33]=1)[CH2:12][O:13][C:14]1[C:19]2[CH:20]=[C:21]([C:23]3[N:40]=[C:38]4[N:37]([CH:24]=3)[N:36]=[C:35]([Br:34])[S:39]4)[O:22][C:18]=2[CH:17]=[C:16]([NH:27][C:28](=[O:30])[CH3:29])[CH:15]=1)[C:2]1[CH:7]=[CH:6][CH:5]=[CH:4][CH:3]=1, predict the reactants needed to synthesize it. The reactants are: [CH2:1]([O:8][C:9]1[CH:10]=[C:11]([CH:31]=[CH:32][CH:33]=1)[CH2:12][O:13][C:14]1[C:19]2[CH:20]=[C:21]([C:23](=O)[CH2:24]Br)[O:22][C:18]=2[CH:17]=[C:16]([NH:27][C:28](=[O:30])[CH3:29])[CH:15]=1)[C:2]1[CH:7]=[CH:6][CH:5]=[CH:4][CH:3]=1.[Br:34][C:35]1[S:39][C:38]([NH2:40])=[N:37][N:36]=1.C([O-])(O)=O.[Na+].